This data is from Forward reaction prediction with 1.9M reactions from USPTO patents (1976-2016). The task is: Predict the product of the given reaction. (1) Given the reactants [S:1]1[CH:5]=[CH:4][N:3]=[CH:2]1.[Li]CCCC.[O:11]=[C:12]1[CH2:18][CH2:17][CH2:16][N:15]([C:19]([O:21][C:22]([CH3:25])([CH3:24])[CH3:23])=[O:20])[CH2:14][CH2:13]1, predict the reaction product. The product is: [OH:11][C:12]1([C:2]2[S:1][CH:5]=[CH:4][N:3]=2)[CH2:18][CH2:17][CH2:16][N:15]([C:19]([O:21][C:22]([CH3:25])([CH3:24])[CH3:23])=[O:20])[CH2:14][CH2:13]1. (2) Given the reactants C([N:4]1[C:8]2[CH:9]=[C:10]([C:12]([O:14]C)=[O:13])[S:11][C:7]=2[CH:6]=[N:5]1)(=O)C.[OH-].[K+], predict the reaction product. The product is: [NH:4]1[C:8]2[CH:9]=[C:10]([C:12]([OH:14])=[O:13])[S:11][C:7]=2[CH:6]=[N:5]1. (3) Given the reactants [F:1][CH:2]([F:23])[O:3][C:4]1[CH:9]=[CH:8][C:7]([C:10]2[CH:18]=[CH:17][CH:16]=[C:15]3[C:11]=2[CH2:12][CH2:13][C:14]3=[O:19])=[C:6]([OH:20])[C:5]=1[O:21][CH3:22].C(=O)([O-])[O-].[K+].[K+].Br[CH2:31][C:32]([CH3:36])([CH3:35])[CH2:33][OH:34], predict the reaction product. The product is: [F:1][CH:2]([F:23])[O:3][C:4]1[CH:9]=[CH:8][C:7]([C:10]2[CH:18]=[CH:17][CH:16]=[C:15]3[C:11]=2[CH2:12][CH2:13][C:14]3=[O:19])=[C:6]([O:20][CH2:31][C:32]([CH3:36])([CH3:35])[CH2:33][OH:34])[C:5]=1[O:21][CH3:22]. (4) Given the reactants [CH3:1][C:2]([CH3:23])([CH3:22])[CH2:3][CH2:4][C:5]1([C:18]([O:20][CH3:21])=[O:19])[C:14]2[C:9](=[CH:10][CH:11]=[CH:12][CH:13]=2)[C:8](=[O:15])[CH:7]=[C:6]1[O:16]C.I[Si](C)(C)C, predict the reaction product. The product is: [CH3:1][C:2]([CH3:23])([CH3:22])[CH2:3][CH2:4][C:5]1([C:18]([O:20][CH3:21])=[O:19])[C:14]2[C:9](=[CH:10][CH:11]=[CH:12][CH:13]=2)[C:8](=[O:15])[CH2:7][C:6]1=[O:16].